Task: Predict the product of the given reaction.. Dataset: Forward reaction prediction with 1.9M reactions from USPTO patents (1976-2016) Given the reactants [SH:1][C:2]1C=CC(C(OC)=O)=CC=1.[CH:12]1(O)[CH2:18][CH2:17][CH2:16][CH2:15][CH2:14][CH2:13]1.[CH2:29](P([CH2:29][CH2:30][CH2:31][CH3:32])[CH2:29][CH2:30][CH2:31][CH3:32])[CH2:30][CH2:31][CH3:32].N1[CH2:38][CH2:37]C[CH2:38][CH2:37]1.N1CCCCC1.N([C:50]([OH:52])=O)=N[C:50]([OH:52])=O, predict the reaction product. The product is: [CH:12]1([C:29]2[CH:30]=[CH:31][C:32]([C:2]([O:52][CH3:50])=[S:1])=[CH:38][CH:37]=2)[CH2:18][CH2:17][CH2:16][CH2:15][CH2:14][CH2:13]1.